This data is from Full USPTO retrosynthesis dataset with 1.9M reactions from patents (1976-2016). The task is: Predict the reactants needed to synthesize the given product. (1) Given the product [F:1][C:2]1[CH:3]=[C:4]([C@@H:9]2[C:14]([C:15]([NH:51][CH2:50][CH2:49][CH2:48][N:45]3[CH2:44][CH:43]=[C:42]([C:38]4[CH:39]=[CH:40][CH:41]=[C:36]([N+:33]([O-:35])=[O:34])[CH:37]=4)[CH2:47][CH2:46]3)=[O:17])=[C:13]([CH2:18][O:19][CH3:20])[NH:12][C:11](=[O:21])[NH:10]2)[CH:5]=[CH:6][C:7]=1[F:8], predict the reactants needed to synthesize it. The reactants are: [F:1][C:2]1[CH:3]=[C:4]([C@@H:9]2[C:14]([C:15]([OH:17])=O)=[C:13]([CH2:18][O:19][CH3:20])[NH:12][C:11](=[O:21])[NH:10]2)[CH:5]=[CH:6][C:7]=1[F:8].C(Cl)CCl.CN1CCOCC1.[N+:33]([C:36]1[CH:37]=[C:38]([C:42]2[CH2:43][CH2:44][N:45]([CH2:48][CH2:49][CH2:50][NH2:51])[CH2:46][CH:47]=2)[CH:39]=[CH:40][CH:41]=1)([O-:35])=[O:34]. (2) Given the product [C:1]([O:5][C:6]([N:8]1[CH2:12][CH2:11][C@H:10]([NH:13][C:14]2[C:15]3[CH2:23][NH:22][CH2:21][CH2:20][C:16]=3[N:17]=[CH:18][N:19]=2)[CH2:9]1)=[O:7])([CH3:4])([CH3:2])[CH3:3], predict the reactants needed to synthesize it. The reactants are: [C:1]([O:5][C:6]([N:8]1[CH2:12][CH2:11][C@H:10]([NH:13][C:14]2[C:15]3[CH2:23][N:22](CC4C=CC=CC=4)[CH2:21][CH2:20][C:16]=3[N:17]=[CH:18][N:19]=2)[CH2:9]1)=[O:7])([CH3:4])([CH3:3])[CH3:2].C([O-])=O.[NH4+].C([O-])(O)=O.[Na+]. (3) Given the product [NH3:6].[Cl:1][C:2]1[CH:3]=[C:4]([CH:18]=[CH:19][C:20]=1[Cl:21])[CH2:5][NH:6][C:7]([NH:9][C:10]1[S:11][CH:12]=[C:13]([CH2:15][N:16]([CH2:26][C:25]2[CH:28]=[CH:29][C:30]([O:32][CH3:33])=[CH:31][C:24]=2[O:23][CH3:22])[CH3:17])[N:14]=1)=[O:8], predict the reactants needed to synthesize it. The reactants are: [Cl:1][C:2]1[CH:3]=[C:4]([CH:18]=[CH:19][C:20]=1[Cl:21])[CH2:5][NH:6][C:7]([NH:9][C:10]1[S:11][CH:12]=[C:13]([CH2:15][NH:16][CH3:17])[N:14]=1)=[O:8].[CH3:22][O:23][C:24]1[CH:31]=[C:30]([O:32][CH3:33])[CH:29]=[CH:28][C:25]=1[CH:26]=O.C([BH3-])#N.[Na+].CO.